This data is from Forward reaction prediction with 1.9M reactions from USPTO patents (1976-2016). The task is: Predict the product of the given reaction. (1) Given the reactants [CH2:1]([O:4][C:5](=[O:41])[C@@H:6]([NH:33][C:34]([O:36][C:37]([CH3:40])([CH3:39])[CH3:38])=[O:35])[CH2:7][C:8]1[CH:32]=[CH:31][C:11]([O:12][C:13]([NH:15][CH2:16][CH2:17][CH:18]([N:22]([C:24]([O:26][C:27]([CH3:30])([CH3:29])[CH3:28])=[O:25])[CH3:23])[C:19]([OH:21])=O)=[O:14])=[CH:10][CH:9]=1)[CH:2]=[CH2:3].[C:42]([S:61][CH2:62][C@@H:63]([C:65]([NH2:67])=[O:66])[NH2:64])([C:55]1[CH:60]=[CH:59][CH:58]=[CH:57][CH:56]=1)([C:49]1[CH:54]=[CH:53][CH:52]=[CH:51][CH:50]=1)[C:43]1[CH:48]=[CH:47][CH:46]=[CH:45][CH:44]=1.C(N(CC)C(C)C)(C)C.CN(C(ON1N=NC2C=CC=NC1=2)=[N+](C)C)C.F[P-](F)(F)(F)(F)F, predict the reaction product. The product is: [CH2:1]([O:4][C:5](=[O:41])[C@H:6]([CH2:7][C:8]1[CH:9]=[CH:10][C:11]([O:12][C:13](=[O:14])[NH:15][CH2:16][CH2:17][CH:18]([N:22]([C:24]([O:26][C:27]([CH3:28])([CH3:30])[CH3:29])=[O:25])[CH3:23])[C:19]([NH:64][C@@H:63]([CH2:62][S:61][C:42]([C:55]2[CH:60]=[CH:59][CH:58]=[CH:57][CH:56]=2)([C:43]2[CH:44]=[CH:45][CH:46]=[CH:47][CH:48]=2)[C:49]2[CH:54]=[CH:53][CH:52]=[CH:51][CH:50]=2)[C:65]([NH2:67])=[O:66])=[O:21])=[CH:31][CH:32]=1)[NH:33][C:34]([O:36][C:37]([CH3:40])([CH3:39])[CH3:38])=[O:35])[CH:2]=[CH2:3]. (2) Given the reactants [C:1]([O:4][C:5]([CH3:7])=[CH2:6])(=[O:3])[CH3:2], predict the reaction product. The product is: [C:1]([O:4][CH:5]=[CH2:6])(=[O:3])[CH3:2].[C:1]([O:4][C:5]([CH3:7])=[CH2:6])(=[O:3])[CH3:2]. (3) Given the reactants [C:1]([NH:6][C:7]1[N:8]=[C:9]([O:34][C:35](=[O:49])[N:36]([C:43]2[CH:48]=[CH:47][CH:46]=[CH:45][CH:44]=2)[C:37]2[CH:42]=[CH:41][CH:40]=[CH:39][CH:38]=2)[C:10]2[N:11]=[CH:12][N:13]([C:32]=2[N:33]=1)[C@@H:14]1[O:31][C@H:21]([CH2:22][O:23][Si](C(C)(C)C)(C)C)[C@@H:16]([O:17][CH2:18]SC)[CH2:15]1)(=[O:5])[CH:2]([CH3:4])[CH3:3].C(Cl)Cl.[N-:53]=[N+:54]=[N-:55].[Na+].[NH4+].[F-], predict the reaction product. The product is: [C:1]([NH:6][C:7]1[N:8]=[C:9]([O:34][C:35](=[O:49])[N:36]([C:37]2[CH:42]=[CH:41][CH:40]=[CH:39][CH:38]=2)[C:43]2[CH:44]=[CH:45][CH:46]=[CH:47][CH:48]=2)[C:10]2[N:11]=[CH:12][N:13]([C:32]=2[N:33]=1)[C@@H:14]1[O:31][C@H:21]([CH2:22][OH:23])[C@@H:16]([O:17][CH2:18][N:53]=[N+:54]=[N-:55])[CH2:15]1)(=[O:5])[CH:2]([CH3:4])[CH3:3]. (4) Given the reactants [H-].[Na+].[C:3]([C:5]1[CH:23]=[C:22]([CH2:24][OH:25])[CH:21]=[CH:20][C:6]=1[O:7][C:8]1[CH:15]=[CH:14][C:11]([C:12]#[N:13])=[C:10]([C:16]([F:19])([F:18])[F:17])[CH:9]=1)#[N:4].Cl[C:27]1[CH:28]=[C:29]2[N:36]([C:37]([O:39][C:40]([CH3:43])([CH3:42])[CH3:41])=[O:38])[CH2:35][CH2:34][N:30]2[C:31](=[O:33])[N:32]=1, predict the reaction product. The product is: [C:3]([C:5]1[CH:23]=[C:22]([CH:21]=[CH:20][C:6]=1[O:7][C:8]1[CH:15]=[CH:14][C:11]([C:12]#[N:13])=[C:10]([C:16]([F:18])([F:17])[F:19])[CH:9]=1)[CH2:24][O:25][C:27]1[CH:28]=[C:29]2[N:36]([C:37]([O:39][C:40]([CH3:43])([CH3:42])[CH3:41])=[O:38])[CH2:35][CH2:34][N:30]2[C:31](=[O:33])[N:32]=1)#[N:4].